Task: Regression. Given two drug SMILES strings and cell line genomic features, predict the synergy score measuring deviation from expected non-interaction effect.. Dataset: NCI-60 drug combinations with 297,098 pairs across 59 cell lines (1) Drug 1: C1CCC(C1)C(CC#N)N2C=C(C=N2)C3=C4C=CNC4=NC=N3. Drug 2: CCCS(=O)(=O)NC1=C(C(=C(C=C1)F)C(=O)C2=CNC3=C2C=C(C=N3)C4=CC=C(C=C4)Cl)F. Cell line: DU-145. Synergy scores: CSS=3.31, Synergy_ZIP=-2.34, Synergy_Bliss=1.93, Synergy_Loewe=-1.49, Synergy_HSA=0.298. (2) Drug 1: C1CCC(CC1)NC(=O)N(CCCl)N=O. Drug 2: C1=C(C(=O)NC(=O)N1)F. Cell line: DU-145. Synergy scores: CSS=35.4, Synergy_ZIP=-1.60, Synergy_Bliss=-2.63, Synergy_Loewe=-9.31, Synergy_HSA=-0.848. (3) Drug 1: CC1=CC2C(CCC3(C2CCC3(C(=O)C)OC(=O)C)C)C4(C1=CC(=O)CC4)C. Drug 2: CC1C(C(CC(O1)OC2CC(OC(C2O)C)OC3=CC4=CC5=C(C(=O)C(C(C5)C(C(=O)C(C(C)O)O)OC)OC6CC(C(C(O6)C)O)OC7CC(C(C(O7)C)O)OC8CC(C(C(O8)C)O)(C)O)C(=C4C(=C3C)O)O)O)O. Cell line: EKVX. Synergy scores: CSS=17.9, Synergy_ZIP=6.95, Synergy_Bliss=10.3, Synergy_Loewe=13.6, Synergy_HSA=12.6.